This data is from Forward reaction prediction with 1.9M reactions from USPTO patents (1976-2016). The task is: Predict the product of the given reaction. (1) Given the reactants [C:1]([N:4]1[C:13]2[C:8](=[CH:9][C:10](Br)=[CH:11][CH:12]=2)[C@H:7]([NH:15][C:16](=[O:25])[O:17][CH2:18][C:19]2[CH:24]=[CH:23][CH:22]=[CH:21][CH:20]=2)[C@@H:6]([CH3:26])[C@@H:5]1[CH3:27])(=[O:3])[CH3:2].CC1(C)C(C)(C)OB([C:36]2[CH2:41][CH2:40][N:39]([C:42]([O:44][C:45]([CH3:48])([CH3:47])[CH3:46])=[O:43])[CH2:38][CH:37]=2)O1.C(=O)([O-])[O-].[Cs+].[Cs+], predict the reaction product. The product is: [C:1]([N:4]1[C:13]2[C:8](=[CH:9][C:10]([C:36]3[CH2:41][CH2:40][N:39]([C:42]([O:44][C:45]([CH3:48])([CH3:47])[CH3:46])=[O:43])[CH2:38][CH:37]=3)=[CH:11][CH:12]=2)[C@H:7]([NH:15][C:16]([O:17][CH2:18][C:19]2[CH:24]=[CH:23][CH:22]=[CH:21][CH:20]=2)=[O:25])[C@@H:6]([CH3:26])[C@@H:5]1[CH3:27])(=[O:3])[CH3:2]. (2) Given the reactants [NH2:1][C:2]1[CH:3]=[C:4]([C:8]2[S:12][C:11]([C:13]3[CH:14]=[C:15]4[C:19](=[CH:20][CH:21]=3)[C:18](=[O:22])[N:17]([CH3:23])[CH2:16]4)=[CH:10][CH:9]=2)[CH:5]=[N:6][CH:7]=1.[C:24]([C:28]1[CH:33]=[CH:32][C:31]([S:34](Cl)(=[O:36])=[O:35])=[CH:30][CH:29]=1)([CH3:27])([CH3:26])[CH3:25], predict the reaction product. The product is: [C:24]([C:28]1[CH:33]=[CH:32][C:31]([S:34]([NH:1][C:2]2[CH:7]=[N:6][CH:5]=[C:4]([C:8]3[S:12][C:11]([C:13]4[CH:14]=[C:15]5[C:19](=[CH:20][CH:21]=4)[C:18](=[O:22])[N:17]([CH3:23])[CH2:16]5)=[CH:10][CH:9]=3)[CH:3]=2)(=[O:36])=[O:35])=[CH:30][CH:29]=1)([CH3:27])([CH3:25])[CH3:26].